This data is from Forward reaction prediction with 1.9M reactions from USPTO patents (1976-2016). The task is: Predict the product of the given reaction. (1) The product is: [C:1]([Si:5]([CH3:23])([CH3:22])[O:6][C@H:7]1[C@H:12]([OH:13])[C@@H:11]([CH2:17][OH:18])[O:10][CH:9]=[CH:8]1)([CH3:4])([CH3:3])[CH3:2]. Given the reactants [C:1]([Si:5]([CH3:23])([CH3:22])[O:6][C@H:7]1[C@H:12]([O:13]C(=O)C)[C@@H:11]([CH2:17][O:18]C(=O)C)[O:10][CH:9]=[CH:8]1)([CH3:4])([CH3:3])[CH3:2].C[O-].[Na+].O.Cl, predict the reaction product. (2) Given the reactants [C:1]1([P:7]([C:14]2[CH:19]=[CH:18][CH:17]=[CH:16][CH:15]=2)[C:8]2[CH:13]=[CH:12][CH:11]=[CH:10][CH:9]=2)[CH:6]=[CH:5][CH:4]=[CH:3][CH:2]=1.[Br:20][C:21]1[CH:22]=[C:23]([P:27]([C:34]2[CH:39]=[CH:38][CH:37]=[CH:36][CH:35]=2)[C:28]2[CH:33]=[CH:32][CH:31]=[CH:30][CH:29]=2)[CH:24]=[CH:25][CH:26]=1.[Br-].[K+], predict the reaction product. The product is: [Br-:20].[C:14]1([P:7]([C:1]2[CH:2]=[CH:3][CH:4]=[CH:5][CH:6]=2)[C:8]2[CH:13]=[C:12]([P+:27]([C:28]3[CH:29]=[CH:30][CH:31]=[CH:32][CH:33]=3)([C:34]3[CH:39]=[CH:38][CH:37]=[CH:36][CH:35]=3)[C:23]3[CH:22]=[CH:21][CH:26]=[CH:25][CH:24]=3)[CH:11]=[CH:10][CH:9]=2)[CH:15]=[CH:16][CH:17]=[CH:18][CH:19]=1. (3) Given the reactants [CH3:1][C@@:2]1([C:18]([F:21])([F:20])[F:19])[CH2:17][N:5]2[C:6](=[O:16])[CH:7]=[C:8]([N:10]3[CH2:15][CH2:14][O:13][CH2:12][CH2:11]3)[N:9]=[C:4]2[NH:3]1.Br[CH2:23][C:24]1[C:28]2[CH:29]=[C:30]([Cl:33])[CH:31]=[CH:32][C:27]=2[S:26][CH:25]=1.C(=O)([O-])[O-].[Cs+].[Cs+], predict the reaction product. The product is: [Cl:33][C:30]1[CH:31]=[CH:32][C:27]2[S:26][CH:25]=[C:24]([CH2:23][N:3]3[C:4]4=[N:9][C:8]([N:10]5[CH2:11][CH2:12][O:13][CH2:14][CH2:15]5)=[CH:7][C:6](=[O:16])[N:5]4[CH2:17][C@@:2]3([CH3:1])[C:18]([F:21])([F:19])[F:20])[C:28]=2[CH:29]=1. (4) Given the reactants C([O:8][C:9]1[CH:14]=[CH:13][C:12]([N:15]2[C:19]3=[N:20][CH:21]=[CH:22][CH:23]=[C:18]3[N:17]([CH:24]([F:26])[F:25])[C:16]2=[O:27])=[CH:11][CH:10]=1)C1C=CC=CC=1, predict the reaction product. The product is: [F:26][CH:24]([F:25])[N:17]1[C:18]2[C:19](=[N:20][CH:21]=[CH:22][CH:23]=2)[N:15]([C:12]2[CH:13]=[CH:14][C:9]([OH:8])=[CH:10][CH:11]=2)[C:16]1=[O:27]. (5) The product is: [F:25][C:26]1[CH:31]=[C:30]([S:32]([CH3:35])(=[O:33])=[O:34])[C:29]([F:36])=[CH:28][C:27]=1[NH:37][C@H:38]1[CH2:43][CH2:42][CH2:41][N:40]([CH:44]2[CH2:45][CH2:46][N:47]([C:50]3[N:51]=[C:3]([C:2]([F:7])([F:1])[CH3:6])[O:4][N:53]=3)[CH2:48][CH2:49]2)[C:39]1=[O:54]. Given the reactants [F:1][C:2]([F:7])([CH3:6])[C:3](O)=[O:4].C(N(C(C)C)CC)(C)C.C(Cl)(=O)OCC(C)C.[F:25][C:26]1[CH:31]=[C:30]([S:32]([CH3:35])(=[O:34])=[O:33])[C:29]([F:36])=[CH:28][C:27]=1[NH:37][C@H:38]1[CH2:43][CH2:42][CH2:41][N:40]([CH:44]2[CH2:49][CH2:48][N:47]([C:50](=[NH:53])[NH:51]O)[CH2:46][CH2:45]2)[C:39]1=[O:54], predict the reaction product. (6) The product is: [Br:1][C:2]1[CH:3]=[CH:4][C:5]([O:16][CH2:17][CH2:18][CH2:19][N:20]([CH3:22])[CH3:21])=[C:6]([C:8]2[N:9]=[C:10]([NH2:15])[N:11]=[C:12]([NH:30][C:27]3[CH:28]=[CH:29][C:24]([Cl:23])=[CH:25][CH:26]=3)[CH:13]=2)[CH:7]=1. Given the reactants [Br:1][C:2]1[CH:3]=[CH:4][C:5]([O:16][CH2:17][CH2:18][CH2:19][N:20]([CH3:22])[CH3:21])=[C:6]([C:8]2[CH:13]=[C:12](Cl)[N:11]=[C:10]([NH2:15])[N:9]=2)[CH:7]=1.[Cl:23][C:24]1[CH:29]=[CH:28][C:27]([NH2:30])=[CH:26][CH:25]=1, predict the reaction product. (7) Given the reactants [C:1]1([C:7]2[S:11][C:10]([NH2:12])=[N:9][N:8]=2)[CH:6]=[CH:5][CH:4]=[CH:3][CH:2]=1.[N+:13]([C:16]1[CH:21]=[CH:20][C:19]([S:22](Cl)(=[O:24])=[O:23])=[CH:18][CH:17]=1)([O-:15])=[O:14], predict the reaction product. The product is: [N+:13]([C:16]1[CH:17]=[CH:18][C:19]([S:22]([NH:12][C:10]2[S:11][C:7]([C:1]3[CH:2]=[CH:3][CH:4]=[CH:5][CH:6]=3)=[N:8][N:9]=2)(=[O:24])=[O:23])=[CH:20][CH:21]=1)([O-:15])=[O:14]. (8) Given the reactants [H-].[H-].[H-].[H-].[Li+].[Al+3].[CH:7]([NH:10][C:11]1[C:16]([C:17]#[N:18])=[CH:15][N:14]=[C:13]([S:19][CH3:20])[N:12]=1)([CH3:9])[CH3:8].S([O-])([O-])(=O)=O.[NH4+].[NH4+], predict the reaction product. The product is: [NH2:18][CH2:17][C:16]1[C:11]([NH:10][CH:7]([CH3:9])[CH3:8])=[N:12][C:13]([S:19][CH3:20])=[N:14][CH:15]=1.